Dataset: Catalyst prediction with 721,799 reactions and 888 catalyst types from USPTO. Task: Predict which catalyst facilitates the given reaction. (1) Reactant: Cl[C:2]1[N:7]=[C:6]([C:8]2[C:9]([C:27]3[CH:32]=[CH:31][C:30]([F:33])=[CH:29][CH:28]=3)=[N:10][N:11]3[C:16]=2[CH2:15][CH2:14][CH2:13][N:12]3[C:17]([O:19][CH2:20][C:21]2[CH:26]=[CH:25][CH:24]=[CH:23][CH:22]=2)=[O:18])[CH:5]=[CH:4][N:3]=1.[CH:34]1([NH2:37])[CH2:36][CH2:35]1. Product: [CH:34]1([NH:37][C:2]2[N:7]=[C:6]([C:8]3[C:9]([C:27]4[CH:32]=[CH:31][C:30]([F:33])=[CH:29][CH:28]=4)=[N:10][N:11]4[C:16]=3[CH2:15][CH2:14][CH2:13][N:12]4[C:17]([O:19][CH2:20][C:21]3[CH:26]=[CH:25][CH:24]=[CH:23][CH:22]=3)=[O:18])[CH:5]=[CH:4][N:3]=2)[CH2:36][CH2:35]1. The catalyst class is: 146. (2) Reactant: [N:1]1[C:2]([CH:10]=O)=[CH:3][N:4]2[CH2:9][CH2:8][O:7][CH2:6][C:5]=12.[NH2:12][C:13]1[CH:18]=[CH:17][N:16]=[C:15]([O:19][CH3:20])[CH:14]=1. Product: [N:1]1[C:2]([CH:10]=[N:12][C:13]2[CH:18]=[CH:17][N:16]=[C:15]([O:19][CH3:20])[CH:14]=2)=[CH:3][N:4]2[CH2:9][CH2:8][O:7][CH2:6][C:5]=12. The catalyst class is: 8. (3) Reactant: N1C2=NC=CC(CNC([NH:14][CH2:15][C:16]3[CH:21]=[C:20]([N+:22]([O-:24])=[O:23])[CH:19]=[CH:18][C:17]=3[NH2:25])=S)=C2C=C1.[K].[C:35](O[C:35]([O:37][C:38]([CH3:41])([CH3:40])[CH3:39])=[O:36])([O:37][C:38]([CH3:41])([CH3:40])[CH3:39])=[O:36]. Product: [NH2:25][C:17]1[CH:18]=[CH:19][C:20]([N+:22]([O-:24])=[O:23])=[CH:21][C:16]=1[CH2:15][NH:14][C:35](=[O:36])[O:37][C:38]([CH3:39])([CH3:40])[CH3:41]. The catalyst class is: 20. (4) The catalyst class is: 2. Product: [C:20]([C:19]1[CH:22]=[CH:23][C:16]([NH:15][C:7](=[O:8])[C:6]2[CH:10]=[CH:11][C:3]([O:2][CH3:1])=[CH:4][C:5]=2[N+:12]([O-:14])=[O:13])=[CH:17][CH:18]=1)#[N:21]. Reactant: [CH3:1][O:2][C:3]1[CH:11]=[CH:10][C:6]([C:7](Cl)=[O:8])=[C:5]([N+:12]([O-:14])=[O:13])[CH:4]=1.[NH2:15][C:16]1[CH:23]=[CH:22][C:19]([C:20]#[N:21])=[CH:18][CH:17]=1.C(N(CC)CC)C. (5) Reactant: Br[C:2]1[C:7]([CH3:8])=[CH:6][CH:5]=[CH:4][C:3]=1[CH3:9].[CH3:10][C:11]1[CH:16]=[CH:15][CH:14]=[CH:13][C:12]=1B(O)O.[O-]P([O-])([O-])=O.[K+].[K+].[K+]. Product: [CH3:9][C:3]1[CH:4]=[CH:5][CH:6]=[C:7]([CH3:8])[C:2]=1[C:12]1[CH:13]=[CH:14][CH:15]=[CH:16][C:11]=1[CH3:10]. The catalyst class is: 11. (6) Reactant: [CH2:1]([N:8]1[CH2:19][CH2:18][C:11]2([NH:16][CH2:15][CH2:14][NH:13][C:12]2=[O:17])[CH2:10][CH2:9]1)[C:2]1[CH:7]=[CH:6][CH:5]=[CH:4][CH:3]=1.CCN(C(C)C)C(C)C.[C:29](O[C:29]([O:31][C:32]([CH3:35])([CH3:34])[CH3:33])=[O:30])([O:31][C:32]([CH3:35])([CH3:34])[CH3:33])=[O:30]. Product: [CH2:1]([N:8]1[CH2:9][CH2:10][C:11]2([N:16]([C:29]([O:31][C:32]([CH3:35])([CH3:34])[CH3:33])=[O:30])[CH2:15][CH2:14][NH:13][C:12]2=[O:17])[CH2:18][CH2:19]1)[C:2]1[CH:3]=[CH:4][CH:5]=[CH:6][CH:7]=1. The catalyst class is: 756. (7) Reactant: [CH2:1]([O:3][C:4](=[O:15])[CH2:5][CH2:6][C:7]1[CH:12]=[CH:11][C:10]([F:13])=[CH:9][C:8]=1[F:14])[CH3:2].[Li+].[CH3:17][Si]([N-][Si](C)(C)C)(C)C.IC.[Cl-].[NH4+]. Product: [CH2:1]([O:3][C:4](=[O:15])[CH:5]([CH3:17])[CH2:6][C:7]1[CH:12]=[CH:11][C:10]([F:13])=[CH:9][C:8]=1[F:14])[CH3:2]. The catalyst class is: 1.